Dataset: Catalyst prediction with 721,799 reactions and 888 catalyst types from USPTO. Task: Predict which catalyst facilitates the given reaction. (1) Reactant: C([O:3][C:4](=[O:47])[CH:5]([C:10]1[CH:11]=[C:12]([C:37]2[CH:42]=[CH:41][C:40]([C:43]([F:46])([F:45])[F:44])=[CH:39][CH:38]=2)[CH:13]=[C:14]([CH:16]2[CH2:21][CH2:20][CH2:19][N:18]([CH2:22][C:23]3[CH:28]=[C:27]([C:29]([CH3:32])([CH3:31])[CH3:30])[CH:26]=[C:25]([C:33]([CH3:36])([CH3:35])[CH3:34])[CH:24]=3)[CH2:17]2)[CH:15]=1)[CH2:6][CH:7]([CH3:9])[CH3:8])C.[OH-].[K+]. Product: [C:33]([C:25]1[CH:24]=[C:23]([CH:28]=[C:27]([C:29]([CH3:30])([CH3:31])[CH3:32])[CH:26]=1)[CH2:22][N:18]1[CH2:19][CH2:20][CH2:21][CH:16]([C:14]2[CH:15]=[C:10]([CH:5]([CH2:6][CH:7]([CH3:9])[CH3:8])[C:4]([OH:47])=[O:3])[CH:11]=[C:12]([C:37]3[CH:42]=[CH:41][C:40]([C:43]([F:45])([F:46])[F:44])=[CH:39][CH:38]=3)[CH:13]=2)[CH2:17]1)([CH3:36])([CH3:34])[CH3:35]. The catalyst class is: 14. (2) Reactant: [CH3:1][O:2][C:3]1[CH:8]=[CH:7][CH:6]=[CH:5][C:4]=1[N:9]1[CH:13]=[C:12]([CH:14]=[O:15])[C:11]([CH3:16])=[N:10]1.[CH:17]1([Mg]Br)[CH2:22][CH2:21][CH2:20][CH2:19][CH2:18]1. Product: [CH:17]1([CH:14]([C:12]2[C:11]([CH3:16])=[N:10][N:9]([C:4]3[CH:5]=[CH:6][CH:7]=[CH:8][C:3]=3[O:2][CH3:1])[CH:13]=2)[OH:15])[CH2:22][CH2:21][CH2:20][CH2:19][CH2:18]1. The catalyst class is: 7. (3) Reactant: [OH:1][C:2]([C@@H:4]1[CH:19]=[C:18]2[C@@H:8]([CH2:9][C:10]3[C:20]4[C:13](=[CH:14][CH:15]=[CH:16][C:17]2=4)[NH:12][CH:11]=3)[N:6]([CH3:7])[CH2:5]1)=O.[C:21](C1NC=CN=1)([C:23]1[NH:24][CH:25]=[CH:26]N=1)=O.C(NCC)C. Product: [CH2:23]([N:24]([CH2:25][CH3:26])[C:2]([C@@H:4]1[CH:19]=[C:18]2[C@@H:8]([CH2:9][C:10]3[C:20]4[C:13](=[CH:14][CH:15]=[CH:16][C:17]2=4)[NH:12][CH:11]=3)[N:6]([CH3:7])[CH2:5]1)=[O:1])[CH3:21]. The catalyst class is: 9. (4) Reactant: Br[CH2:2][CH2:3][CH2:4][C:5]1[CH:12]=[CH:11][C:8]([C:9]#[N:10])=[CH:7][CH:6]=1.[CH2:13]([CH2:15][NH2:16])[OH:14].C(=O)([O-])[O-].[K+].[K+]. Product: [OH:14][CH2:13][CH2:15][NH:16][CH2:2][CH2:3][CH2:4][C:5]1[CH:12]=[CH:11][C:8]([C:9]#[N:10])=[CH:7][CH:6]=1. The catalyst class is: 10. (5) Reactant: C([Li])CCC.Br[C:7]1[S:11][C:10]([C:12]#[N:13])=[CH:9][CH:8]=1.[CH2:14]([Sn:18](Cl)([CH2:23][CH2:24][CH2:25][CH3:26])[CH2:19][CH2:20][CH2:21][CH3:22])[CH2:15][CH2:16][CH3:17]. Product: [CH2:23]([Sn:18]([CH2:14][CH2:15][CH2:16][CH3:17])([CH2:19][CH2:20][CH2:21][CH3:22])[C:7]1[S:11][C:10]([C:12]#[N:13])=[CH:9][CH:8]=1)[CH2:24][CH2:25][CH3:26]. The catalyst class is: 28. (6) Reactant: [NH2:1][C@H:2]([C:4]([OH:6])=[O:5])[CH3:3].[OH-].[Na+].O=[C:10]([CH2:16][CH2:17][CH3:18])[C:11]([O:13][CH2:14][CH3:15])=[O:12]. Product: [CH3:18][CH2:17][CH2:16][C@H:10]([NH:1][C@H:2]([C:4]([OH:6])=[O:5])[CH3:3])[C:11]([O:13][CH2:14][CH3:15])=[O:12]. The catalyst class is: 522. (7) Reactant: [F:1][C:2]([F:7])([F:6])[C:3]([OH:5])=[O:4].[CH:8]1([CH:13]([N:18]2[CH:22]=[C:21]([C:23]3[C:24]4[CH:31]=[CH:30][N:29](COCC[Si](C)(C)C)[C:25]=4[N:26]=[CH:27][N:28]=3)[CH:20]=[N:19]2)[CH2:14][CH:15]2[CH2:17][CH2:16]2)[CH2:12][CH2:11][CH2:10][CH2:9]1.C(O)(C(F)(F)F)=O. Product: [F:1][C:2]([F:7])([F:6])[C:3]([OH:5])=[O:4].[CH:8]1([CH:13]([N:18]2[CH:22]=[C:21]([C:23]3[C:24]4[CH:31]=[CH:30][NH:29][C:25]=4[N:26]=[CH:27][N:28]=3)[CH:20]=[N:19]2)[CH2:14][CH:15]2[CH2:17][CH2:16]2)[CH2:12][CH2:11][CH2:10][CH2:9]1. The catalyst class is: 2. (8) Reactant: [N:1]1([CH2:6][CH2:7][CH2:8][O:9][C:10]2[CH:15]=[CH:14][C:13]([C:16]3([CH2:22][NH:23][C:24](=O)OC(C)(C)C)[CH2:21][CH2:20][CH2:19][CH2:18][CH2:17]3)=[CH:12][CH:11]=2)[CH2:5][CH2:4][CH2:3][CH2:2]1.[H-].[H-].[H-].[H-].[Li+].[Al+3].C1COCC1. Product: [NH3:1].[CH3:24][NH:23][CH2:22][C:16]1([C:13]2[CH:12]=[CH:11][C:10]([O:9][CH2:8][CH2:7][CH2:6][N:1]3[CH2:5][CH2:4][CH2:3][CH2:2]3)=[CH:15][CH:14]=2)[CH2:17][CH2:18][CH2:19][CH2:20][CH2:21]1. The catalyst class is: 28.